This data is from Catalyst prediction with 721,799 reactions and 888 catalyst types from USPTO. The task is: Predict which catalyst facilitates the given reaction. (1) Reactant: [H-].[Na+].[CH3:3][O:4][C:5]1[CH:6]=[C:7]2[C:12](=[CH:13][CH:14]=1)[C:11](=[O:15])[NH:10][CH2:9][CH2:8]2.[CH2:16](I)[CH:17]=[CH2:18].O. Product: [CH2:18]([N:10]1[CH2:9][CH2:8][C:7]2[C:12](=[CH:13][CH:14]=[C:5]([O:4][CH3:3])[CH:6]=2)[C:11]1=[O:15])[CH:17]=[CH2:16]. The catalyst class is: 31. (2) Reactant: [NH2:1][C:2]1[CH:10]=[CH:9][CH:8]=[C:7]([Cl:11])[C:3]=1[C:4]([OH:6])=O.O=S(Cl)Cl.[NH2:16][C:17]1[C:18]([CH3:23])=[CH:19][CH:20]=[CH:21][CH:22]=1.C(Cl)(Cl)Cl. Product: [NH2:1][C:2]1[CH:10]=[CH:9][CH:8]=[C:7]([Cl:11])[C:3]=1[C:4]([NH:16][C:17]1[CH:22]=[CH:21][CH:20]=[CH:19][C:18]=1[CH3:23])=[O:6]. The catalyst class is: 48. (3) Reactant: [Cl:1][C:2]1[CH:10]=[CH:9][C:8]2[NH:7][C:6]3[CH2:11][CH2:12][N:13]([CH3:15])[CH2:14][C:5]=3[C:4]=2[CH:3]=1.[F:16][C:17]([F:28])([F:27])[C:18]1[C:23]([CH:24]=[CH2:25])=[CH:22][N:21]=[C:20]([CH3:26])[CH:19]=1.[OH-].[K+]. Product: [Cl:1][C:2]1[CH:10]=[CH:9][C:8]2[N:7]([CH2:25][CH2:24][C:23]3[CH:22]=[N:21][C:20]([CH3:26])=[CH:19][C:18]=3[C:17]([F:28])([F:16])[F:27])[C:6]3[CH2:11][CH2:12][N:13]([CH3:15])[CH2:14][C:5]=3[C:4]=2[CH:3]=1. The catalyst class is: 37. (4) Reactant: [CH3:1][C:2]1[O:6][C:5]([C:7]2[CH:12]=[CH:11][CH:10]=[CH:9][CH:8]=2)=[N:4][C:3]=1[CH2:13][CH2:14][OH:15].[CH2:16]([O:23][C:24]1[CH:29]=[CH:28][C:27](O)=[CH:26][CH:25]=1)[C:17]1[CH:22]=[CH:21][CH:20]=[CH:19][CH:18]=1.C1(P(C2C=CC=CC=2)C2C=CC=CC=2)C=CC=CC=1.N(C(OC(C)C)=O)=NC(OC(C)C)=O.N#N. Product: [CH2:16]([O:23][C:24]1[CH:29]=[CH:28][C:27]([O:15][CH2:14][CH2:13][C:3]2[N:4]=[C:5]([C:7]3[CH:12]=[CH:11][CH:10]=[CH:9][CH:8]=3)[O:6][C:2]=2[CH3:1])=[CH:26][CH:25]=1)[C:17]1[CH:22]=[CH:21][CH:20]=[CH:19][CH:18]=1. The catalyst class is: 1. (5) The catalyst class is: 1. Reactant: [CH3:1][O:2][C:3]1[CH:4]=[C:5]2[C:9](=[CH:10][CH:11]=1)[N:8]([CH3:12])[CH:7]=[C:6]2[C:13]1[N:23]([CH2:24][O:25][CH2:26][CH2:27][Si:28]([CH3:31])([CH3:30])[CH3:29])[C:16]2=[N:17][CH:18]=[C:19]([CH2:21][NH2:22])[N:20]=[C:15]2[CH:14]=1.C1N=[CH:35][N:34]([C:37](N2C=NC=C2)=[O:38])[CH:33]=1.CCN(C(C)C)C(C)C.CNC. Product: [CH3:1][O:2][C:3]1[CH:4]=[C:5]2[C:9](=[CH:10][CH:11]=1)[N:8]([CH3:12])[CH:7]=[C:6]2[C:13]1[N:23]([CH2:24][O:25][CH2:26][CH2:27][Si:28]([CH3:30])([CH3:29])[CH3:31])[C:16]2=[N:17][CH:18]=[C:19]([CH2:21][NH:22][C:37](=[O:38])[N:34]([CH3:35])[CH3:33])[N:20]=[C:15]2[CH:14]=1. (6) Product: [OH:30][C:24]([C:26]([F:29])([F:28])[F:27])=[O:25].[NH2:8][C@@H:9]([CH2:13][CH2:14][CH2:15][CH2:16][NH:17][C:18]([O:20][CH2:21][C:22]#[CH:23])=[O:19])[C:10]([OH:12])=[O:11]. Reactant: C(OC([NH:8][C@@H:9]([CH2:13][CH2:14][CH2:15][CH2:16][NH:17][C:18]([O:20][CH2:21][C:22]#[CH:23])=[O:19])[C:10]([OH:12])=[O:11])=O)(C)(C)C.[C:24]([OH:30])([C:26]([F:29])([F:28])[F:27])=[O:25]. The catalyst class is: 2. (7) Reactant: [C:1]([O:5][C:6]([N:8]1[C:16]2[C:11](=[CH:12][C:13]([O:17]CC3C=CC=CC=3)=[CH:14][CH:15]=2)[CH2:10][CH2:9]1)=[O:7])([CH3:4])([CH3:3])[CH3:2]. Product: [C:1]([O:5][C:6]([N:8]1[C:16]2[C:11](=[CH:12][C:13]([OH:17])=[CH:14][CH:15]=2)[CH2:10][CH2:9]1)=[O:7])([CH3:4])([CH3:2])[CH3:3]. The catalyst class is: 19. (8) Reactant: Cl[CH2:2][C:3]1[CH:29]=[CH:28][C:6]([C:7]([NH:9][C:10]2[S:11][C:12]([C:20]([CH:22]3[CH2:27][CH2:26][O:25][CH2:24][CH2:23]3)=[O:21])=[C:13]([C:15]3[O:16][CH:17]=[CH:18][CH:19]=3)[N:14]=2)=[O:8])=[CH:5][CH:4]=1.[NH:30]1[CH2:35][CH2:34][CH2:33][CH2:32][CH2:31]1. Product: [O:16]1[CH:17]=[CH:18][CH:19]=[C:15]1[C:13]1[N:14]=[C:10]([NH:9][C:7](=[O:8])[C:6]2[CH:28]=[CH:29][C:3]([CH2:2][N:30]3[CH2:35][CH2:34][CH2:33][CH2:32][CH2:31]3)=[CH:4][CH:5]=2)[S:11][C:12]=1[C:20]([CH:22]1[CH2:27][CH2:26][O:25][CH2:24][CH2:23]1)=[O:21]. The catalyst class is: 1. (9) Reactant: [C:1](#[N:5])[CH2:2][C:3]#[N:4].[F:6][C:7]1[CH:14]=[CH:13][C:10]([CH:11]=O)=[CH:9][CH:8]=1.[BH4-].[Na+].Cl. Product: [F:6][C:7]1[CH:14]=[CH:13][C:10]([CH2:11][CH:2]([C:1]#[N:5])[C:3]#[N:4])=[CH:9][CH:8]=1. The catalyst class is: 88. (10) Reactant: [Cl:1][C:2]1[CH:3]=[C:4]([S:9]([NH:12][C:13]2[C:18]([O:19]C)=[N:17][C:16]([S:21]([CH3:24])(=[O:23])=[O:22])=[CH:15][N:14]=2)(=[O:11])=[O:10])[CH:5]=[C:6]([Cl:8])[CH:7]=1.B(Br)(Br)Br. Product: [Cl:1][C:2]1[CH:3]=[C:4]([S:9]([NH:12][C:13]2[C:18]([OH:19])=[N:17][C:16]([S:21]([CH3:24])(=[O:23])=[O:22])=[CH:15][N:14]=2)(=[O:11])=[O:10])[CH:5]=[C:6]([Cl:8])[CH:7]=1. The catalyst class is: 2.